This data is from Full USPTO retrosynthesis dataset with 1.9M reactions from patents (1976-2016). The task is: Predict the reactants needed to synthesize the given product. (1) Given the product [NH2:16][C:9]1[CH:8]=[CH:7][C:6]([O:5][CH2:4][CH2:3][O:2][CH3:1])=[CH:15][C:10]=1[C:11]([O:13][CH3:14])=[O:12], predict the reactants needed to synthesize it. The reactants are: [CH3:1][O:2][CH2:3][CH2:4][O:5][C:6]1[CH:7]=[CH:8][C:9]([N+:16]([O-])=O)=[C:10]([CH:15]=1)[C:11]([O:13][CH3:14])=[O:12]. (2) The reactants are: [N:1]#N.[CH3:3][C:4]1([C:9]2[CH:10]=[C:11]([CH2:14][N:15]3C=[C:18]([N+:20]([O-])=O)[CH:17]=[N:16]3)[S:12][CH:13]=2)[O:8][CH2:7][CH2:6][O:5]1.[NH4+].[Cl-]. Given the product [CH3:3][C:4]1([C:9]2[CH:10]=[C:11]([CH2:14][N:15]3[N:1]=[C:18]([NH2:20])[CH:17]=[N:16]3)[S:12][CH:13]=2)[O:8][CH2:7][CH2:6][O:5]1, predict the reactants needed to synthesize it. (3) Given the product [Cl:30][CH2:29][CH2:28][CH2:27][CH2:26][N:11]1[C:10]([O:9][CH3:8])=[N:18][C:17]2[C:12]1=[N:13][C:14]([O:20][C@@H:21]([CH3:24])[CH2:22][CH3:23])=[N:15][C:16]=2[NH2:19], predict the reactants needed to synthesize it. The reactants are: FC(F)(F)C(O)=O.[CH3:8][O:9][C:10]1[N:11]=[C:12]2[C:17]([N:18]=1)=[C:16]([NH2:19])[NH:15][C:14]([O:20][C@@H:21]([CH3:24])[CH2:22][CH3:23])=[N:13]2.Br[CH2:26][CH2:27][CH2:28][CH2:29][Cl:30]. (4) Given the product [ClH:3].[CH3:18][O:16][C:15](=[O:17])[C@@H:8]([CH2:9][C:10]1[N:14]=[CH:13][NH:12][CH:11]=1)[NH2:7], predict the reactants needed to synthesize it. The reactants are: S(Cl)([Cl:3])=O.O.Cl.[NH2:7][C@@H:8]([C:15]([OH:17])=[O:16])[CH2:9][C:10]1[N:14]=[CH:13][NH:12][CH:11]=1.[CH3:18]O. (5) Given the product [C:21]([S:20][C:16]1[N:15]=[C:14]([C:12]2[S:4][C:3]3[CH:5]=[CH:6][CH:7]=[CH:8][C:2]=3[C:1](=[O:10])[N:13]=2)[CH:19]=[CH:18][CH:17]=1)([CH3:24])([CH3:22])[CH3:23], predict the reactants needed to synthesize it. The reactants are: [C:1]([O:10]C)(=O)[C:2]1[C:3](=[CH:5][CH:6]=[CH:7][CH:8]=1)[SH:4].[C:12]([C:14]1[CH:19]=[CH:18][CH:17]=[C:16]([S:20][C:21]([CH3:24])([CH3:23])[CH3:22])[N:15]=1)#[N:13].C(N(CC)CC)C. (6) Given the product [NH2:1][C:4]1[CH:12]=[CH:11][CH:10]=[CH:9][C:5]=1[C:6]([NH2:8])=[O:7], predict the reactants needed to synthesize it. The reactants are: [N+:1]([C:4]1[CH:12]=[CH:11][CH:10]=[CH:9][C:5]=1[C:6]([NH2:8])=[O:7])([O-])=O.CO. (7) The reactants are: Cl[C:2]1[C:11]2[C:6](=[CH:7][CH:8]=[CH:9][CH:10]=2)[N:5]=[C:4]([CH3:12])[CH:3]=1.O.[NH2:14][NH2:15]. Given the product [NH:14]([C:2]1[C:11]2[C:6](=[CH:7][CH:8]=[CH:9][CH:10]=2)[N:5]=[C:4]([CH3:12])[CH:3]=1)[NH2:15], predict the reactants needed to synthesize it.